Dataset: Forward reaction prediction with 1.9M reactions from USPTO patents (1976-2016). Task: Predict the product of the given reaction. (1) Given the reactants [Cl:1][C:2]1[C:7]([O:8][C:9]2[CH:10]=[C:11]([CH:14]=[C:15]([C:17]([F:20])([F:19])[F:18])[CH:16]=2)[C:12]#[N:13])=[C:6]([F:21])[C:5]([CH3:22])=[CH:4][CH:3]=1.[Br:23]N1C(=O)CCC1=O, predict the reaction product. The product is: [Br:23][CH2:22][C:5]1[C:6]([F:21])=[C:7]([O:8][C:9]2[CH:10]=[C:11]([CH:14]=[C:15]([C:17]([F:18])([F:19])[F:20])[CH:16]=2)[C:12]#[N:13])[C:2]([Cl:1])=[CH:3][CH:4]=1. (2) Given the reactants C(OC([NH:8][C:9]([NH:18][C@@H:19]1[CH2:24][CH2:23][CH2:22][CH2:21][C@@H:20]1[NH:25][C:26]1[C:35]2[C:30](=[CH:31][CH:32]=[C:33]([O:36][CH3:37])[CH:34]=2)[N:29]=[C:28]([NH:38][C:39](=[O:47])[C:40]2[CH:45]=[CH:44][C:43]([Cl:46])=[CH:42][CH:41]=2)[N:27]=1)=[N:10]C(OC(C)(C)C)=O)=O)(C)(C)C.[ClH:48], predict the reaction product. The product is: [ClH:46].[ClH:48].[C:9]([NH:18][C@@H:19]1[CH2:24][CH2:23][CH2:22][CH2:21][C@@H:20]1[NH:25][C:26]1[C:35]2[C:30](=[CH:31][CH:32]=[C:33]([O:36][CH3:37])[CH:34]=2)[N:29]=[C:28]([NH:38][C:39](=[O:47])[C:40]2[CH:45]=[CH:44][C:43]([Cl:46])=[CH:42][CH:41]=2)[N:27]=1)(=[NH:8])[NH2:10]. (3) Given the reactants [CH3:1][N:2]1[C:7]2[CH:8]=[C:9]([C:11]3[CH:12]=[N:13][NH:14][CH:15]=3)[S:10][C:6]=2[C:5](=[O:16])[NH:4][C:3]1([CH3:18])[CH3:17].Cl.C([O-])(O)=O.[Na+].[F:25][C:26]1([F:33])[CH2:31]CC(=O)C[CH2:27]1.CC1(C)C2(CS(O)(=O)=O)C(CC1CC2)=O.[O-]S([O-])(=O)=O.[Mg+2], predict the reaction product. The product is: [F:25][C:26]1([F:33])[CH2:31][CH2:18][C:3]2([N:2]([CH3:1])[C:7]3[CH:8]=[C:9]([C:11]4[CH:15]=[N:14][NH:13][CH:12]=4)[S:10][C:6]=3[C:5](=[O:16])[NH:4]2)[CH2:17][CH2:27]1. (4) The product is: [Cl:1][C:2]1[CH:3]=[CH:4][C:5]([CH:8]=[CH:9][CH2:10][NH2:11])=[CH:6][CH:7]=1. Given the reactants [Cl:1][C:2]1[CH:7]=[CH:6][C:5]([C:8]#[C:9][CH2:10][NH2:11])=[CH:4][CH:3]=1.[H-].[H-].[H-].[H-].[Li+].[Al+3].O.[OH-].[Na+], predict the reaction product. (5) Given the reactants C(O[C@H]1CNC[C@H]1NC1C(CC)=NC(C2C(C)=NC(OC)=CC=2)=C(CC)N=1)C.[CH2:29]([C:31]1[C:32]([NH:48][C@H:49]2[C@@H:53]([O:54][CH2:55][CH3:56])[CH2:52][N:51](C(OCC3C=CC=CC=3)=O)[CH2:50]2)=[N:33][C:34]([CH2:46][CH3:47])=[C:35]([C:37]2[CH:42]=[CH:41][C:40]([O:43][CH3:44])=[CH:39][C:38]=2[CH3:45])[N:36]=1)[CH3:30], predict the reaction product. The product is: [CH2:55]([O:54][C@H:53]1[CH2:52][NH:51][CH2:50][C@H:49]1[NH:48][C:32]1[C:31]([CH2:29][CH3:30])=[N:36][C:35]([C:37]2[CH:42]=[CH:41][C:40]([O:43][CH3:44])=[CH:39][C:38]=2[CH3:45])=[C:34]([CH2:46][CH3:47])[N:33]=1)[CH3:56]. (6) Given the reactants [NH:1]1[CH2:6][CH2:5][CH2:4][CH2:3][CH2:2]1.[CH3:7][O:8][C:9]([C:11]1[CH:12]=[C:13]([CH3:33])[C:14]2[O:20][C:19]3[C:21]([Cl:29])=[CH:22][C:23]([NH:25][CH2:26][CH2:27]Cl)=[CH:24][C:18]=3[CH2:17][S:16](=[O:31])(=[O:30])[C:15]=2[CH:32]=1)=[O:10], predict the reaction product. The product is: [CH3:7][O:8][C:9]([C:11]1[CH:12]=[C:13]([CH3:33])[C:14]2[O:20][C:19]3[C:21]([Cl:29])=[CH:22][C:23]([NH:25][CH2:26][CH2:27][N:1]4[CH2:6][CH2:5][CH2:4][CH2:3][CH2:2]4)=[CH:24][C:18]=3[CH2:17][S:16](=[O:30])(=[O:31])[C:15]=2[CH:32]=1)=[O:10]. (7) Given the reactants Br[CH:2]1[CH2:8][CH2:7][O:6][C:5]2[CH:9]=[C:10]([N:13]3[CH2:17][C@H:16]([CH2:18][NH:19][C:20](=[O:22])[CH3:21])[O:15][C:14]3=[O:23])[CH:11]=[CH:12][C:4]=2[C:3]1=O.[CH3:25][NH:26][C:27](=S)[NH:28][NH2:29], predict the reaction product. The product is: [CH3:25][NH:26][C:27]1[C:2]2[CH2:8][CH2:7][O:6][C:5]3[CH:9]=[C:10]([N:13]4[CH2:17][C@H:16]([CH2:18][NH:19][C:20](=[O:22])[CH3:21])[O:15][C:14]4=[O:23])[CH:11]=[CH:12][C:4]=3[C:3]=2[NH:29][N:28]=1. (8) Given the reactants [CH3:1][C:2]1([CH2:14][C:15]([O:17]C(C)(C)C)=[O:16])[C:6](=[O:7])[N:5]([CH2:8][C:9]([F:12])([F:11])[F:10])[C:4](=[O:13])[NH:3]1.C(O)(C(F)(F)F)=O, predict the reaction product. The product is: [CH3:1][C:2]1([CH2:14][C:15]([OH:17])=[O:16])[C:6](=[O:7])[N:5]([CH2:8][C:9]([F:11])([F:10])[F:12])[C:4](=[O:13])[NH:3]1.